The task is: Predict the product of the given reaction.. This data is from Forward reaction prediction with 1.9M reactions from USPTO patents (1976-2016). (1) Given the reactants [NH2:1][C:2]1[NH:6][N:5]=[CH:4][CH:3]=1.[Cl:7][C:8]1[CH:15]=[CH:14][CH:13]=[CH:12][C:9]=1[CH:10]=O.[CH3:16][C:17]1(C)OC(=O)CC(=O)[O:18]1, predict the reaction product. The product is: [Cl:7][C:8]1[CH:15]=[CH:14][CH:13]=[CH:12][C:9]=1[CH:10]1[CH2:16][C:17](=[O:18])[NH:1][C:2]2=[N:6][NH:5][CH:4]=[C:3]12. (2) Given the reactants [CH3:1][O:2][C:3]([C@@H:5]1[CH2:10][CH2:9][CH2:8][CH2:7][C@@H:6]1[NH2:11])=[O:4].[F:12][C:13]1[CH:20]=[CH:19][C:16]([CH:17]=O)=[CH:15][CH:14]=1.C([BH3-])#N.[Na+].C(=O)(O)[O-].[Na+], predict the reaction product. The product is: [CH3:1][O:2][C:3]([C@@H:5]1[CH2:10][CH2:9][CH2:8][CH2:7][C@@H:6]1[NH:11][CH2:17][C:16]1[CH:19]=[CH:20][C:13]([F:12])=[CH:14][CH:15]=1)=[O:4].